Dataset: Catalyst prediction with 721,799 reactions and 888 catalyst types from USPTO. Task: Predict which catalyst facilitates the given reaction. (1) Reactant: [F:1][C:2]1[C:7]([O:8][CH3:9])=[CH:6][C:5]([O:10][CH3:11])=[C:4]([F:12])[C:3]=1[N:13]1[CH2:18][C:17]2[CH:19]=[N:20][C:21]3[NH:25][CH:24]=[CH:23][C:22]=3[C:16]=2[N:15]([CH3:26])[C:14]1=[O:27].[Br:28]N1C(=O)CCC1=O. Product: [Br:28][C:23]1[C:22]2[C:16]3[N:15]([CH3:26])[C:14](=[O:27])[N:13]([C:3]4[C:2]([F:1])=[C:7]([O:8][CH3:9])[CH:6]=[C:5]([O:10][CH3:11])[C:4]=4[F:12])[CH2:18][C:17]=3[CH:19]=[N:20][C:21]=2[NH:25][CH:24]=1. The catalyst class is: 9. (2) Reactant: Cl.[NH2:2][CH2:3][C:4]1[CH:9]=[CH:8][C:7]([N:10]2[CH:15]=[CH:14][C:13]([O:16][CH2:17][C:18]3[CH:23]=[CH:22][CH:21]=[CH:20][CH:19]=3)=[C:12]([Br:24])[C:11]2=[O:25])=[CH:6][CH:5]=1.CN1CC[O:30][CH2:29][CH2:28]1.C(Cl)(=O)C.CN=C=O. Product: [CH2:17]([O:16][C:13]1[CH:14]=[CH:15][N:10]([C:7]2[CH:8]=[CH:9][C:4]([CH2:3][NH:2][C:29](=[O:30])[CH3:28])=[CH:5][CH:6]=2)[C:11](=[O:25])[C:12]=1[Br:24])[C:18]1[CH:19]=[CH:20][CH:21]=[CH:22][CH:23]=1. The catalyst class is: 204. (3) Reactant: [CH3:1][O:2][C:3](=[O:14])[CH2:4][C:5]1[CH:13]=[CH:12][C:8]([C:9]([OH:11])=O)=[CH:7][CH:6]=1.C(Cl)(=O)C(Cl)=O.[C:21]1([O:27][CH3:28])[CH:26]=[CH:25][CH:24]=[CH:23][CH:22]=1.[Al+3].[Cl-].[Cl-].[Cl-].Cl. Product: [CH3:1][O:2][C:3](=[O:14])[CH2:4][C:5]1[CH:6]=[CH:7][C:8]([C:9]([C:24]2[CH:25]=[CH:26][C:21]([O:27][CH3:28])=[CH:22][CH:23]=2)=[O:11])=[CH:12][CH:13]=1. The catalyst class is: 59. (4) Reactant: [Cl:1][C:2]1[CH:7]=[C:6]([C:8]2[CH:13]=[CH:12][C:11]([N+:14]([O-])=O)=[CH:10][C:9]=2[O:17][CH3:18])[N:5]=[CH:4][N:3]=1.C(O)(=O)C. Product: [Cl:1][C:2]1[N:3]=[CH:4][N:5]=[C:6]([C:8]2[CH:13]=[CH:12][C:11]([NH2:14])=[CH:10][C:9]=2[O:17][CH3:18])[CH:7]=1. The catalyst class is: 447.